Dataset: Catalyst prediction with 721,799 reactions and 888 catalyst types from USPTO. Task: Predict which catalyst facilitates the given reaction. Reactant: [Cl:1][C:2]1[CH:3]=[C:4]([C:14]([O:16][CH2:17][CH3:18])=[O:15])[C:5]([CH3:13])=[C:6]2[C:11]=1[S:10][CH2:9][CH2:8][C:7]2=[O:12].[BH4-].[Na+].Cl. Product: [Cl:1][C:2]1[CH:3]=[C:4]([C:14]([O:16][CH2:17][CH3:18])=[O:15])[C:5]([CH3:13])=[C:6]2[C:11]=1[S:10][CH2:9][CH2:8][CH:7]2[OH:12]. The catalyst class is: 412.